This data is from Catalyst prediction with 721,799 reactions and 888 catalyst types from USPTO. The task is: Predict which catalyst facilitates the given reaction. (1) Reactant: [CH2:1]([O:4][C:5]1([CH3:34])[CH2:10][CH2:9][N:8]([C:11]2[N:16]3[N:17]=[C:18]([CH2:20][OH:21])[CH:19]=[C:15]3[N:14]=[C:13]([CH3:22])[C:12]=2[C@H:23]([O:29][C:30]([CH3:33])([CH3:32])[CH3:31])[C:24]([O:26][CH2:27][CH3:28])=[O:25])[CH2:7][CH2:6]1)[CH:2]=[CH2:3].[CH3:35][S:36](Cl)(=[O:38])=[O:37]. Product: [CH2:1]([O:4][C:5]1([CH3:34])[CH2:10][CH2:9][N:8]([C:11]2[N:16]3[N:17]=[C:18]([CH2:20][O:21][S:36]([CH3:35])(=[O:38])=[O:37])[CH:19]=[C:15]3[N:14]=[C:13]([CH3:22])[C:12]=2[C@H:23]([O:29][C:30]([CH3:33])([CH3:32])[CH3:31])[C:24]([O:26][CH2:27][CH3:28])=[O:25])[CH2:7][CH2:6]1)[CH:2]=[CH2:3]. The catalyst class is: 64. (2) Reactant: [CH2:1]([C:3]1[CH:8]=[CH:7][C:6]([S:9][CH2:10][CH2:11][NH2:12])=[CH:5][CH:4]=1)[CH3:2].[CH3:13][O:14][C:15](=[O:28])[C:16]1[CH:21]=[C:20]([S:22](Cl)(=[O:24])=[O:23])[CH:19]=[C:18]([CH3:26])[C:17]=1[CH3:27].N1C=CC=CC=1.C(N(CC)CC)C. Product: [CH3:13][O:14][C:15](=[O:28])[C:16]1[CH:21]=[C:20]([S:22](=[O:23])(=[O:24])[NH:12][CH2:11][CH2:10][S:9][C:6]2[CH:7]=[CH:8][C:3]([CH2:1][CH3:2])=[CH:4][CH:5]=2)[CH:19]=[C:18]([CH3:26])[C:17]=1[CH3:27]. The catalyst class is: 213. (3) Reactant: Cl.C(OC(=O)[NH:8][CH:9]1[CH2:13][CH2:12][N:11]([C:14]2[C:15]3[C:39]([CH3:41])([CH3:40])[C:38](=[O:42])[NH:37][C:16]=3[N:17]=[C:18]([C:20]3[C:28]4[C:23](=[N:24][CH:25]=[CH:26][CH:27]=4)[N:22]([CH2:29][C:30]4[CH:35]=[CH:34][CH:33]=[CH:32][C:31]=4[F:36])[N:21]=3)[N:19]=2)[CH2:10]1)(C)(C)C. Product: [NH2:8][CH:9]1[CH2:13][CH2:12][N:11]([C:14]2[C:15]3[C:39]([CH3:40])([CH3:41])[C:38](=[O:42])[NH:37][C:16]=3[N:17]=[C:18]([C:20]3[C:28]4[C:23](=[N:24][CH:25]=[CH:26][CH:27]=4)[N:22]([CH2:29][C:30]4[CH:35]=[CH:34][CH:33]=[CH:32][C:31]=4[F:36])[N:21]=3)[N:19]=2)[CH2:10]1. The catalyst class is: 27. (4) Reactant: [NH2:1][C:2]1[N:3]=[C:4]2[CH:9]=[CH:8][C:7]([O:10][C:11]3[CH:12]=[C:13]([NH:18][C:19]([C:21]4[N:25]([CH3:26])[N:24]=[C:23]([CH3:27])[CH:22]=4)=[O:20])[CH:14]=[C:15]([CH3:17])[CH:16]=3)=[CH:6][N:5]2[CH:28]=1.[CH2:29]([N:31]=[C:32]=[O:33])[CH3:30]. Product: [CH2:29]([NH:31][C:32]([NH:1][C:2]1[N:3]=[C:4]2[CH:9]=[CH:8][C:7]([O:10][C:11]3[CH:12]=[C:13]([NH:18][C:19]([C:21]4[N:25]([CH3:26])[N:24]=[C:23]([CH3:27])[CH:22]=4)=[O:20])[CH:14]=[C:15]([CH3:17])[CH:16]=3)=[CH:6][N:5]2[CH:28]=1)=[O:33])[CH3:30]. The catalyst class is: 17. (5) Reactant: [NH2:1][C:2]1[CH:3]=[C:4]([N:8]2[CH2:12][CH:11]([C:13]3[CH:18]=[CH:17][C:16]([O:19][CH3:20])=[C:15]([O:21][CH:22]4[CH2:26][CH2:25][CH2:24][CH2:23]4)[CH:14]=3)[CH2:10][C:9]2=[O:27])[CH:5]=[CH:6][CH:7]=1.[O:28]1[CH2:32][CH2:31][CH:30]([CH2:33]C=O)[CH2:29]1.[BH-](OC(C)=O)(OC(C)=O)OC(C)=O.[Na+].CC(O)=O. Product: [CH:22]1([O:21][C:15]2[CH:14]=[C:13]([CH:11]3[CH2:12][N:8]([C:4]4[CH:5]=[CH:6][CH:7]=[C:2]([NH:1][CH2:33][CH:30]5[CH2:31][CH2:32][O:28][CH2:29]5)[CH:3]=4)[C:9](=[O:27])[CH2:10]3)[CH:18]=[CH:17][C:16]=2[O:19][CH3:20])[CH2:26][CH2:25][CH2:24][CH2:23]1. The catalyst class is: 3. (6) Reactant: [CH3:1][O:2][C:3](=[O:13])[C:4]1[CH:9]=[C:8]([Cl:10])[N:7]=[C:6](Br)[C:5]=1[NH2:12].[C:14](=O)([O-])[O-].[K+].[K+].CB1OB(C)OB(C)O1.O. Product: [CH3:1][O:2][C:3](=[O:13])[C:4]1[CH:9]=[C:8]([Cl:10])[N:7]=[C:6]([CH3:14])[C:5]=1[NH2:12]. The catalyst class is: 12.